Dataset: Full USPTO retrosynthesis dataset with 1.9M reactions from patents (1976-2016). Task: Predict the reactants needed to synthesize the given product. (1) Given the product [O:58]=[C:56]1[C:55]2[C:54](=[CH:62][CH:61]=[CH:60][CH:59]=2)[C:53](=[O:63])[N:57]1[CH2:35][C@@H:36]1[C@H:41]([CH3:42])[CH2:40][CH2:39][CH2:38][N:37]1[C:43]([O:45][CH2:46][C:47]1[CH:52]=[CH:51][CH:50]=[CH:49][CH:48]=1)=[O:44], predict the reactants needed to synthesize it. The reactants are: C1(P(C2C=CC=CC=2)C2C=CC=CC=2)C=CC=CC=1.CC(OC(/N=N/C(OC(C)C)=O)=O)C.O[CH2:35][C@@H:36]1[C@H:41]([CH3:42])[CH2:40][CH2:39][CH2:38][N:37]1[C:43]([O:45][CH2:46][C:47]1[CH:52]=[CH:51][CH:50]=[CH:49][CH:48]=1)=[O:44].[C:53]1(=[O:63])[NH:57][C:56](=[O:58])[C:55]2=[CH:59][CH:60]=[CH:61][CH:62]=[C:54]12. (2) The reactants are: [CH2:1]([O:3][CH:4]([O:15][CH2:16][CH3:17])[C:5]1[O:13][C:12]2[C:11](I)=[CH:10][N:9]=[CH:8][C:7]=2[CH:6]=1)[CH3:2].[CH2:18]([O:25][C:26]1[CH:31]=[CH:30][C:29](B(O)O)=[CH:28][CH:27]=1)[C:19]1[CH:24]=[CH:23][CH:22]=[CH:21][CH:20]=1.C(=O)([O-])[O-].[Na+].[Na+]. Given the product [CH2:18]([O:25][C:26]1[CH:31]=[CH:30][C:29]([C:11]2[C:12]3[O:13][C:5]([CH:4]([O:15][CH2:16][CH3:17])[O:3][CH2:1][CH3:2])=[CH:6][C:7]=3[CH:8]=[N:9][CH:10]=2)=[CH:28][CH:27]=1)[C:19]1[CH:24]=[CH:23][CH:22]=[CH:21][CH:20]=1, predict the reactants needed to synthesize it. (3) Given the product [Cl:17][CH2:16][CH2:15][CH2:14][CH2:13][CH2:12][N:3]1[C:4]2[CH:10]=[CH:9][CH:8]=[CH:7][C:5]=2[N:6]=[C:2]1[Cl:1], predict the reactants needed to synthesize it. The reactants are: [Cl:1][C:2]1[NH:6][C:5]2[CH:7]=[CH:8][CH:9]=[CH:10][C:4]=2[N:3]=1.Br[CH2:12][CH2:13][CH2:14][CH2:15][CH2:16][Cl:17]. (4) Given the product [CH3:21][C:22]1[N:7]([C:1]2[CH:6]=[CH:5][CH:4]=[CH:3][CH:2]=2)[C:8]2=[N:9][CH:10]=[CH:11][C:12]([C:15]3[CH:16]=[CH:17][CH:18]=[CH:19][CH:20]=3)=[C:13]2[N:14]=1, predict the reactants needed to synthesize it. The reactants are: [C:1]1([NH:7][C:8]2[C:13]([NH2:14])=[C:12]([C:15]3[CH:20]=[CH:19][CH:18]=[CH:17][CH:16]=3)[CH:11]=[CH:10][N:9]=2)[CH:6]=[CH:5][CH:4]=[CH:3][CH:2]=1.[CH:21](O)(C)[CH3:22].